This data is from Reaction yield outcomes from USPTO patents with 853,638 reactions. The task is: Predict the reaction yield, written as a fraction of the theoretical maximum amount of product (1.0 means a 100% yield; for example, 0.34 means a 34% yield). (1) The reactants are [CH:1]([CH:3]=O)=[O:2].[CH2:5]([NH:7][CH2:8][C:9]([OH:14])([CH2:12][CH3:13])[CH2:10][CH3:11])[CH3:6]. The catalyst is C1(C)C=CC=CC=1. The product is [CH2:5]([N:7]1[CH2:8][C:9]([CH2:12][CH3:13])([CH2:10][CH3:11])[O:14][C:1](=[O:2])[CH2:3]1)[CH3:6]. The yield is 0.380. (2) The reactants are [H-].[Al+3].[Li+].[H-].[H-].[H-].C[O:8][C:9](=O)[CH:10]([CH3:20])[CH2:11][CH2:12][CH2:13][C:14](OC)([O:16]C)[CH3:15].CO. The catalyst is C1COCC1. The product is [OH:8][CH2:9][CH:10]([CH3:20])[CH2:11][CH2:12][CH2:13][C:14](=[O:16])[CH3:15]. The yield is 0.809. (3) The reactants are [NH:1]([C:8]1[CH:9]=[C:10]2[C:15]3=[C:16]([CH2:18][CH2:19][CH2:20][N:14]3[CH2:13][C@@H:12]3[CH2:21][N:22]([C:24]([O:26][C:27]([CH3:30])([CH3:29])[CH3:28])=[O:25])[CH2:23][C@H:11]23)[CH:17]=1)C1C=CC=CC=1.FC(F)(F)C(O)=O. The catalyst is C(Cl)Cl. The product is [NH2:1][C:8]1[CH:9]=[C:10]2[C:15]3=[C:16]([CH2:18][CH2:19][CH2:20][N:14]3[CH2:13][C@@H:12]3[CH2:21][N:22]([C:24]([O:26][C:27]([CH3:30])([CH3:29])[CH3:28])=[O:25])[CH2:23][C@H:11]23)[CH:17]=1. The yield is 0.230. (4) The reactants are [N:1]1[CH:6]=[CH:5][C:4]([N:7]2[CH2:16][CH2:15][CH:10]([C:11](OC)=[O:12])[CH2:9][CH2:8]2)=[CH:3][CH:2]=1.[H-].[Al+3].[Li+].[H-].[H-].[H-]. The catalyst is O1CCCC1. The product is [N:1]1[CH:6]=[CH:5][C:4]([N:7]2[CH2:8][CH2:9][CH:10]([CH2:11][OH:12])[CH2:15][CH2:16]2)=[CH:3][CH:2]=1. The yield is 0.680. (5) The reactants are [NH2:1][C:2]1[CH:3]=[C:4]([CH:22]=[CH:23][N:24]=1)[C:5]([NH:7][CH:8]([C:10]1[CH:11]=[N:12][C:13]([O:16][CH2:17][C:18]([F:21])([F:20])[F:19])=[CH:14][CH:15]=1)[CH3:9])=[O:6].N1C=CC=CC=1.[C:31](Cl)(=[O:35])[CH:32]([CH3:34])[CH3:33]. The catalyst is CN(C)C(=O)C. The product is [C:31]([NH:1][C:2]1[CH:3]=[C:4]([CH:22]=[CH:23][N:24]=1)[C:5]([NH:7][CH:8]([C:10]1[CH:11]=[N:12][C:13]([O:16][CH2:17][C:18]([F:21])([F:19])[F:20])=[CH:14][CH:15]=1)[CH3:9])=[O:6])(=[O:35])[CH:32]([CH3:34])[CH3:33]. The yield is 0.430. (6) The reactants are [CH3:1][C:2]1[CH:11]=[CH:10][C:9]2[C:4](=[CH:5][CH:6]=[CH:7][C:8]=2[O:12][CH2:13][CH2:14][N:15]2[CH2:20][CH2:19][CH:18]([CH2:21][C:22]3[CH:23]=[C:24]([CH:28]=[CH:29][CH:30]=3)[C:25](O)=[O:26])[CH2:17][CH2:16]2)[N:3]=1.[CH3:31][NH:32][CH:33]([CH3:35])[CH3:34]. No catalyst specified. The product is [CH:33]([N:32]([CH3:31])[C:25](=[O:26])[C:24]1[CH:28]=[CH:29][CH:30]=[C:22]([CH2:21][CH:18]2[CH2:19][CH2:20][N:15]([CH2:14][CH2:13][O:12][C:8]3[CH:7]=[CH:6][CH:5]=[C:4]4[C:9]=3[CH:10]=[CH:11][C:2]([CH3:1])=[N:3]4)[CH2:16][CH2:17]2)[CH:23]=1)([CH3:35])[CH3:34]. The yield is 0.790. (7) The yield is 0.354. The product is [Br:1][C:2]1[C:3]([F:9])=[CH:4][C:5]([Cl:8])=[C:6]([S:10]([OH:13])(=[O:12])=[O:11])[CH:7]=1. The catalyst is C(OCC)(=O)C. The reactants are [Br:1][C:2]1[CH:7]=[CH:6][C:5]([Cl:8])=[CH:4][C:3]=1[F:9].[S:10](=O)(=[O:13])([OH:12])[OH:11]. (8) The reactants are [Cl:1][CH2:2][CH2:3][CH2:4][C:5]([C:7]1[CH:12]=[CH:11][C:10]([C:13]([CH3:20])([CH3:19])[C:14]([O:16][CH2:17][CH3:18])=[O:15])=[CH:9][CH:8]=1)=[O:6].[C:21]1([C:27]([C:35]2[CH:40]=[CH:39][CH:38]=[CH:37][CH:36]=2)([CH:29]2[CH2:34][CH2:33][NH:32][CH2:31][CH2:30]2)[OH:28])[CH:26]=[CH:25][CH:24]=[CH:23][CH:22]=1.Cl. The catalyst is C1(C)C(C)=CC=CC=1. The product is [ClH:1].[OH:28][C:27]([C:35]1[CH:40]=[CH:39][CH:38]=[CH:37][CH:36]=1)([C:21]1[CH:22]=[CH:23][CH:24]=[CH:25][CH:26]=1)[CH:29]1[CH2:34][CH2:33][N:32]([CH2:2][CH2:3][CH2:4][C:5]([C:7]2[CH:12]=[CH:11][C:10]([C:13]([CH3:20])([CH3:19])[C:14]([O:16][CH2:17][CH3:18])=[O:15])=[CH:9][CH:8]=2)=[O:6])[CH2:31][CH2:30]1. The yield is 0.700.